From a dataset of Catalyst prediction with 721,799 reactions and 888 catalyst types from USPTO. Predict which catalyst facilitates the given reaction. (1) Reactant: C(N(CC)CC)C.F[P-](F)(F)(F)(F)F.N1(O[P+](N(C)C)(N(C)C)N(C)C)C2C=CC=CC=2N=N1.[CH3:35][O:36][C:37]1[CH:38]=[C:39]([CH:43]=[CH:44][CH:45]=1)[C:40](O)=[O:41].[NH2:46][C:47]1[N:48]=[C:49]([C:56]([C:58]2[CH:63]=[CH:62][C:61]([N+:64]([O-:66])=[O:65])=[C:60]([O:67][CH3:68])[CH:59]=2)=[O:57])[N:50]2[CH:55]=[CH:54][CH:53]=[CH:52][C:51]=12. Product: [CH3:35][O:36][C:37]1[CH:38]=[C:39]([CH:43]=[CH:44][CH:45]=1)[C:40]([NH:46][C:47]1[N:48]=[C:49]([C:56](=[O:57])[C:58]2[CH:63]=[CH:62][C:61]([N+:64]([O-:66])=[O:65])=[C:60]([O:67][CH3:68])[CH:59]=2)[N:50]2[CH:55]=[CH:54][CH:53]=[CH:52][C:51]=12)=[O:41]. The catalyst class is: 744. (2) Reactant: Cl[C:2]1[N:7]=[CH:6][N:5]=[C:4]([NH:8][C@H:9]2[CH2:13][C@H:12]([OH:14])[C@@H:11]([CH2:15][OH:16])[CH2:10]2)[CH:3]=1.[NH2:17][C@@H:18]1[C:26]2[C:21](=[CH:22][CH:23]=[CH:24][CH:25]=2)[CH2:20][CH2:19]1. Product: [C@@H:18]1([NH:17][C:2]2[N:7]=[CH:6][N:5]=[C:4]([NH:8][C@H:9]3[CH2:13][C@H:12]([OH:14])[C@@H:11]([CH2:15][OH:16])[CH2:10]3)[CH:3]=2)[C:26]2[C:21](=[CH:22][CH:23]=[CH:24][CH:25]=2)[CH2:20][CH2:19]1. The catalyst class is: 51. (3) Reactant: [C:1]([C:5]1[N:10]=[C:9]([N:11]2[CH2:16][CH2:15][N:14]([CH2:17][CH2:18][CH2:19][CH2:20][C:21]#[N:22])[CH2:13][CH2:12]2)[CH:8]=[C:7]([CH:23]2[CH2:26][CH2:25][CH2:24]2)[N:6]=1)([CH3:4])([CH3:3])[CH3:2].[CH2:27]([OH:29])[CH3:28].[ClH:30]. Product: [ClH:30].[CH2:27]([O:29][C:21](=[NH:22])[CH2:20][CH2:19][CH2:18][CH2:17][N:14]1[CH2:13][CH2:12][N:11]([C:9]2[CH:8]=[C:7]([CH:23]3[CH2:26][CH2:25][CH2:24]3)[N:6]=[C:5]([C:1]([CH3:4])([CH3:2])[CH3:3])[N:10]=2)[CH2:16][CH2:15]1)[CH3:28]. The catalyst class is: 4. (4) Reactant: [CH3:1][C:2](C)([O-])C.[K+].[Cl-].[Cl:8][C:9]1[S:10][C:11]([Cl:34])=[CH:12][C:13]=1[CH2:14][P+](C1C=CC=CC=1)(C1C=CC=CC=1)C1C=CC=CC=1.[F:35][C:36]1[CH:46]=[CH:45][C:39]([C:40]([C:42]([O-:44])=[O:43])=O)=[CH:38][CH:37]=1.C(OCC)(=O)C. Product: [Cl:8][C:9]1[S:10][C:11]([Cl:34])=[CH:12][C:13]=1[CH:14]=[C:40]([C:39]1[CH:45]=[CH:46][C:36]([F:35])=[CH:37][CH:38]=1)[C:42]([O:44][CH2:1][CH3:2])=[O:43]. The catalyst class is: 11. (5) The catalyst class is: 7. Product: [OH:27][CH:26]([C:16]1[C:17]2[N:18]([N:19]=[C:20]([C:22]([F:25])([F:24])[F:23])[CH:21]=2)[C:13]([CH2:12][O:11][CH3:10])=[CH:14][CH:15]=1)[CH2:1][CH3:2]. Reactant: [CH2:1]([Mg]Br)[CH3:2].O1CCCC1.[CH3:10][O:11][CH2:12][C:13]1[N:18]2[N:19]=[C:20]([C:22]([F:25])([F:24])[F:23])[CH:21]=[C:17]2[C:16]([CH:26]=[O:27])=[CH:15][CH:14]=1.[Cl-].[NH4+]. (6) Reactant: [CH:1]1([NH:7][C:8]2[CH:13]=[CH:12][CH:11]=[CH:10][C:9]=2[N+:14]([O-])=O)[CH2:6][CH2:5][CH2:4][CH2:3][CH2:2]1.[H][H]. Product: [CH:1]1([NH:7][C:8]2[C:9]([NH2:14])=[CH:10][CH:11]=[CH:12][CH:13]=2)[CH2:6][CH2:5][CH2:4][CH2:3][CH2:2]1. The catalyst class is: 723.